This data is from Full USPTO retrosynthesis dataset with 1.9M reactions from patents (1976-2016). The task is: Predict the reactants needed to synthesize the given product. (1) Given the product [F:1][C:2]1[CH:3]=[CH:4][C:5]([CH2:6][N:7]2[C:11]3[CH:12]=[CH:13][CH:14]=[CH:15][C:10]=3[N:9]([C:16]3[S:17][C:18]([C:22]([OH:24])=[O:23])=[C:19]([CH3:21])[N:20]=3)[C:8]2=[O:25])=[CH:26][CH:27]=1, predict the reactants needed to synthesize it. The reactants are: [F:1][C:2]1[CH:27]=[CH:26][C:5]([CH2:6][N:7]2[C:11]3[CH:12]=[CH:13][CH:14]=[CH:15][C:10]=3[N:9]([C:16]3[S:17][C:18]([C:22]([O-:24])=[O:23])=[C:19]([CH3:21])[N:20]=3)[C:8]2=[O:25])=[CH:4][CH:3]=1.O.[OH-].[Li+]. (2) Given the product [CH2:1]([C:4]1[C:13]([N:14]([CH:17]2[CH2:22][CH2:21][C:20]([F:23])([F:24])[CH2:19][CH2:18]2)[CH2:15][CH3:16])=[CH:12][CH:11]=[CH:10][C:5]=1[C:6]([OH:8])=[O:7])[CH:2]=[CH2:3], predict the reactants needed to synthesize it. The reactants are: [CH2:1]([C:4]1[C:13]([N:14]([CH:17]2[CH2:22][CH2:21][C:20]([F:24])([F:23])[CH2:19][CH2:18]2)[CH2:15][CH3:16])=[CH:12][CH:11]=[CH:10][C:5]=1[C:6]([O:8]C)=[O:7])[CH:2]=[CH2:3].[OH-].[Na+].Cl.